This data is from Catalyst prediction with 721,799 reactions and 888 catalyst types from USPTO. The task is: Predict which catalyst facilitates the given reaction. (1) Reactant: [OH:1][CH2:2][C:3]1([C:8]#[N:9])[CH2:7][CH2:6][CH2:5][CH2:4]1.N1C=CC=CC=1.[C:16]1([CH3:26])[CH:21]=[CH:20][C:19]([S:22](Cl)(=[O:24])=[O:23])=[CH:18][CH:17]=1. Product: [C:8]([C:3]1([CH2:2][O:1][S:22]([C:19]2[CH:20]=[CH:21][C:16]([CH3:26])=[CH:17][CH:18]=2)(=[O:24])=[O:23])[CH2:7][CH2:6][CH2:5][CH2:4]1)#[N:9]. The catalyst class is: 2. (2) The catalyst class is: 236. Reactant: [CH3:1][N:2]([CH3:7])[CH2:3][CH2:4][CH2:5][NH2:6].Cl.CN(C)CCCN=C=NCC.O.OC1C2N=NNC=2C=CC=1.Cl.[Cl:32][C:33]1[CH:38]=[CH:37][C:36]([CH:39]([C:56]2[CH:61]=[CH:60][C:59]([Cl:62])=[CH:58][CH:57]=2)[N:40]2[CH2:43][CH:42]([CH:44]([C:48]3[CH:53]=[C:52]([F:54])[CH:51]=[C:50]([F:55])[CH:49]=3)[C:45](O)=[O:46])[CH2:41]2)=[CH:35][CH:34]=1. Product: [Cl:62][C:59]1[CH:60]=[CH:61][C:56]([CH:39]([C:36]2[CH:35]=[CH:34][C:33]([Cl:32])=[CH:38][CH:37]=2)[N:40]2[CH2:43][CH:42]([CH:44]([C:48]3[CH:53]=[C:52]([F:54])[CH:51]=[C:50]([F:55])[CH:49]=3)[C:45]([NH:6][CH2:5][CH2:4][CH2:3][N:2]([CH3:7])[CH3:1])=[O:46])[CH2:41]2)=[CH:57][CH:58]=1. (3) Reactant: [N+:1]1([O-])[CH:6]=[CH:5][CH:4]=[C:3]2[CH:7]([C:10]([O:12][CH3:13])=[O:11])[CH2:8][CH2:9][C:2]=12.C([NH2:19])(C)(C)C.C1(C)C=CC(S(OS(C2C=CC(C)=CC=2)(=O)=O)(=O)=O)=CC=1. Product: [NH2:19][C:6]1[N:1]=[C:2]2[CH2:9][CH2:8][CH:7]([C:10]([O:12][CH3:13])=[O:11])[C:3]2=[CH:4][CH:5]=1. The catalyst class is: 22. (4) The catalyst class is: 589. Product: [C:1]([O:5][C@@H:6]([C@H:7]1[CH2:13][O:12][C:11](=[O:20])[N:10]1[CH2:30][C:29]1[CH:32]=[CH:33][C:26]([O:25][CH3:24])=[CH:27][CH:28]=1)[CH3:21])([CH3:2])([CH3:3])[CH3:4]. Reactant: [C:1]([O:5][C@H:6]([CH3:21])[C@H:7]([NH:10][C:11](=[O:20])[O:12][CH2:13]C1C=CC=CC=1)CO)([CH3:4])([CH3:3])[CH3:2].[H-].[Na+].[CH3:24][O:25][C:26]1[CH:33]=[CH:32][C:29]([CH2:30]Cl)=[CH:28][CH:27]=1.CCOC(C)=O.